Dataset: Full USPTO retrosynthesis dataset with 1.9M reactions from patents (1976-2016). Task: Predict the reactants needed to synthesize the given product. (1) Given the product [OH:1][C:2]1([C:23]2[CH:28]=[CH:27][CH:26]=[CH:25][CH:24]=2)[CH:7]2[CH2:8][CH2:9][CH:3]1[CH2:4][CH:5]([N:10]1[CH2:14][CH2:13][C@@H:12]([NH:15][C:16](=[O:22])[O:17][C:18]([CH3:19])([CH3:21])[CH3:20])[CH2:11]1)[CH2:6]2, predict the reactants needed to synthesize it. The reactants are: [O:1]=[C:2]1[CH:7]2[CH2:8][CH2:9][CH:3]1[CH2:4][CH:5]([N:10]1[CH2:14][CH2:13][C@@H:12]([NH:15][C:16](=[O:22])[O:17][C:18]([CH3:21])([CH3:20])[CH3:19])[CH2:11]1)[CH2:6]2.[C:23]1([Mg]Br)[CH:28]=[CH:27][CH:26]=[CH:25][CH:24]=1. (2) Given the product [F:1][C:2]1[CH:3]=[C:4]([N:9]2[C:14](=[O:15])[C:13]([O:16][CH2:17][CH2:18][C:19]([OH:22])([CH3:21])[CH3:20])=[C:12]([C:23]3[CH:28]=[CH:27][C:26]([S:29]([NH2:33])(=[O:31])=[O:30])=[CH:25][CH:24]=3)[CH:11]=[N:10]2)[CH:5]=[CH:6][C:7]=1[F:8], predict the reactants needed to synthesize it. The reactants are: [F:1][C:2]1[CH:3]=[C:4]([N:9]2[C:14](=[O:15])[C:13]([O:16][CH2:17][CH2:18][C:19]([OH:22])([CH3:21])[CH3:20])=[C:12]([C:23]3[CH:28]=[CH:27][C:26]([S:29](C)(=[O:31])=[O:30])=[CH:25][CH:24]=3)[CH:11]=[N:10]2)[CH:5]=[CH:6][C:7]=1[F:8].[NH3:33].